This data is from Forward reaction prediction with 1.9M reactions from USPTO patents (1976-2016). The task is: Predict the product of the given reaction. (1) Given the reactants [N:1]1([C:13]([O:15][C:16]([CH3:19])([CH3:18])[CH3:17])=[O:14])[CH2:6][CH2:5][CH:4]([CH:7]2[CH2:12][CH2:11][NH:10][CH2:9][CH2:8]2)[CH2:3][CH2:2]1.C(N(CC)CC)C.[Cl:27][C:28]1[N:32]=[C:31](Cl)[S:30][N:29]=1, predict the reaction product. The product is: [C:16]([O:15][C:13]([N:1]1[CH2:6][CH2:5][CH:4]([CH:7]2[CH2:12][CH2:11][N:10]([C:31]3[S:30][N:29]=[C:28]([Cl:27])[N:32]=3)[CH2:9][CH2:8]2)[CH2:3][CH2:2]1)=[O:14])([CH3:19])([CH3:18])[CH3:17]. (2) Given the reactants CO[C:3]1[CH:8]=C[C:6]([C@@H:9]([N:11]([CH2:22][C:23]2[N:24]=[C:25]3[CH:30]=[CH:29][CH:28]=[C:27]([N:31]4[CH2:36][CH2:35][N:34]([CH3:37])[CH2:33][CH2:32]4)[N:26]3[CH:38]=2)[C@@H:12]2[C:21]3[N:20]=[CH:19][CH:18]=[CH:17][C:16]=3[CH2:15][CH2:14][CH2:13]2)C)=[CH:5][CH:4]=1.[N:39]1C=CC=CC=1C=O, predict the reaction product. The product is: [CH3:37][N:34]1[CH2:33][CH2:32][N:31]([C:27]2[N:26]3[CH:38]=[C:23]([CH2:22][N:11]([CH2:9][C:6]4[CH:5]=[CH:4][CH:3]=[CH:8][N:39]=4)[C@@H:12]4[C:21]5[N:20]=[CH:19][CH:18]=[CH:17][C:16]=5[CH2:15][CH2:14][CH2:13]4)[N:24]=[C:25]3[CH:30]=[CH:29][CH:28]=2)[CH2:36][CH2:35]1. (3) Given the reactants [C:1]([SiH2:5][O:6][C:7]([CH3:17])([CH3:16])[C:8]1[CH:9]=[C:10]([CH2:14]O)[CH:11]=[CH:12][CH:13]=1)([CH3:4])([CH3:3])[CH3:2].[CH2:18]([N:20](CC)CC)C.CS(Cl)(=O)=O.[C-]#N.[Na+], predict the reaction product. The product is: [C:1]([SiH2:5][O:6][C:7]([CH3:17])([CH3:16])[C:8]1[CH:9]=[C:10]([CH2:14][C:18]#[N:20])[CH:11]=[CH:12][CH:13]=1)([CH3:4])([CH3:3])[CH3:2]. (4) Given the reactants [OH-].[Na+].[C:3]([O:7][C:8]([N:10]([C:19]1[CH:24]=[CH:23][CH:22]=[CH:21][N:20]=1)[CH2:11][CH2:12][CH2:13][CH2:14][C:15]([O:17]C)=[O:16])=[O:9])([CH3:6])([CH3:5])[CH3:4].Cl, predict the reaction product. The product is: [C:3]([O:7][C:8]([N:10]([C:19]1[CH:24]=[CH:23][CH:22]=[CH:21][N:20]=1)[CH2:11][CH2:12][CH2:13][CH2:14][C:15]([OH:17])=[O:16])=[O:9])([CH3:6])([CH3:4])[CH3:5]. (5) Given the reactants Br[C:2]1[C:7]2=[CH:8][N:9]([C:11]3[C:16]([F:17])=[CH:15][CH:14]=[CH:13][C:12]=3[Cl:18])[N:10]=[C:6]2[C:5]([F:19])=[CH:4][N:3]=1.[NH2:20][C:21]1[CH:26]=[C:25]([CH3:27])[N:24]=[C:23]([CH3:28])[N:22]=1.CC1(C)C2C(=C(P(C3C=CC=CC=3)C3C=CC=CC=3)C=CC=2)[O:50]C2C(P(C3C=CC=CC=3)C3C=CC=CC=3)=CC=CC1=2.C(=O)([O-])[O-].[Cs+].[Cs+], predict the reaction product. The product is: [ClH:18].[Cl:18][C:12]1[CH:13]=[CH:14][CH:15]=[C:16]([F:17])[C:11]=1[N:9]1[CH:8]=[C:7]2[C:2]([NH:20][C:21]3[N:22]=[C:23]([CH3:28])[N:24]=[C:25]([CH2:27][OH:50])[CH:26]=3)=[N:3][CH:4]=[C:5]([F:19])[C:6]2=[N:10]1. (6) The product is: [CH2:14]([CH:15]([NH:18][C:8](=[O:10])[CH:7]=[CH:6][C:5]1[CH:4]=[CH:3][C:2]([OH:1])=[CH:12][CH:11]=1)[CH2:16][CH3:17])[CH3:13]. Given the reactants [OH:1][C:2]1[CH:12]=[CH:11][C:5]([CH:6]=[CH:7][C:8]([OH:10])=O)=[CH:4][CH:3]=1.[CH3:13][CH2:14][CH:15]([NH2:18])[CH2:16][CH3:17], predict the reaction product. (7) Given the reactants C(O[C:4]([C:6]1[C:7]([OH:35])=[C:8]2[C:27]([C:28]3[CH:33]=[CH:32][CH:31]=[CH:30][C:29]=3[F:34])=[N:26][S:25][C:9]2=[C:10]([C:12]2[CH:17]=[CH:16][C:15]([O:18][C:19]3[CH:24]=[CH:23][CH:22]=[CH:21][CH:20]=3)=[CH:14][CH:13]=2)[N:11]=1)=[O:5])C.[NH2:36][CH2:37][C:38]([OH:40])=[O:39], predict the reaction product. The product is: [F:34][C:29]1[CH:30]=[CH:31][CH:32]=[CH:33][C:28]=1[C:27]1[C:8]2[C:9](=[C:10]([C:12]3[CH:17]=[CH:16][C:15]([O:18][C:19]4[CH:20]=[CH:21][CH:22]=[CH:23][CH:24]=4)=[CH:14][CH:13]=3)[N:11]=[C:6]([C:4]([NH:36][CH2:37][C:38]([OH:40])=[O:39])=[O:5])[C:7]=2[OH:35])[S:25][N:26]=1. (8) Given the reactants C([O:8][CH:9]1[CH2:12][C:11]([NH:14][C:15]([N:17]2[CH2:22][CH2:21][N:20]3[N:23]=[C:24]([C:29]4[CH:34]=[CH:33][C:32]([F:35])=[C:31]([Cl:36])[CH:30]=4)[C:25]([C:26]([NH2:28])=[O:27])=[C:19]3[CH2:18]2)=[O:16])([CH3:13])[CH2:10]1)C1C=CC=CC=1.B(Cl)(Cl)Cl, predict the reaction product. The product is: [Cl:36][C:31]1[CH:30]=[C:29]([C:24]2[C:25]([C:26]([NH2:28])=[O:27])=[C:19]3[CH2:18][N:17]([C:15]([NH:14][C:11]4([CH3:13])[CH2:10][CH:9]([OH:8])[CH2:12]4)=[O:16])[CH2:22][CH2:21][N:20]3[N:23]=2)[CH:34]=[CH:33][C:32]=1[F:35]. (9) The product is: [CH2:1]([O:8][C:9]1[CH:10]=[CH:13][C:14]([CH:17]=[C:24]([O:23][CH3:22])[C:25]([O-:27])=[O:26])=[CH:15][CH:16]=1)[C:2]1[CH:3]=[CH:4][CH:5]=[CH:6][CH:7]=1.[Na+:19]. Given the reactants [CH2:1]([O:8][C:9]1[CH:16]=[CH:15][CH:14]=[CH:13][C:10]=1C=O)[C:2]1[CH:7]=[CH:6][CH:5]=[CH:4][CH:3]=1.[CH3:17][O-].[Na+:19].CO.[CH3:22][O:23][CH2:24][C:25]([O:27]C)=[O:26], predict the reaction product.